Dataset: Catalyst prediction with 721,799 reactions and 888 catalyst types from USPTO. Task: Predict which catalyst facilitates the given reaction. (1) The catalyst class is: 4. Product: [N+:1]([C:11]1[CH:10]=[CH:9][C:6]([O:7][CH3:8])=[C:5]([O:13][CH3:14])[CH:12]=1)([O-:4])=[O:2]. Reactant: [N+:1]([O-:4])(O)=[O:2].[C:5]1([O:13][CH3:14])[C:6](=[CH:9][CH:10]=[CH:11][CH:12]=1)[O:7][CH3:8]. (2) Reactant: Cl[CH2:2][C:3](=O)[C:4]([F:7])([F:6])[F:5].[Cl:9][C:10]1[N:15]=[N:14][C:13]([NH2:16])=[CH:12][CH:11]=1. Product: [Cl:9][C:10]1[CH:11]=[CH:12][C:13]2[N:14]([CH:2]=[C:3]([C:4]([F:7])([F:6])[F:5])[N:16]=2)[N:15]=1. The catalyst class is: 8. (3) Reactant: [Cl:1][C:2]1[C:10]2[C:5](=[CH:6][CH:7]=[CH:8][CH:9]=2)[NH:4][C:3]=1[C:11]#[N:12].[N-:13]=[N+:14]=[N-:15].[Na+].[Cl-].[NH4+].I[CH3:20]. Product: [Cl:1][C:2]1[C:10]2[C:5](=[CH:6][CH:7]=[CH:8][CH:9]=2)[NH:4][C:3]=1[C:11]1[N:13]=[N:14][N:15]([CH3:20])[N:12]=1. The catalyst class is: 35.